Dataset: Reaction yield outcomes from USPTO patents with 853,638 reactions. Task: Predict the reaction yield, written as a fraction of the theoretical maximum amount of product (1.0 means a 100% yield; for example, 0.34 means a 34% yield). (1) The reactants are [NH2:1][C:2]1[CH:7]=[CH:6][C:5](O)=[CH:4][C:3]=1[N:9]1[CH2:14][CH2:13][O:12][CH2:11][CH2:10]1.Cl[C:16]1[C:25]2[C:20](=[CH:21][C:22]([O:28][CH3:29])=[C:23]([O:26][CH3:27])[CH:24]=2)[N:19]=[CH:18][N:17]=1.[OH-:30].[Na+]. The catalyst is CC(CC)=O.O. The product is [CH3:27][O:26][C:23]1[CH:24]=[C:25]2[C:20](=[CH:21][C:22]=1[O:28][CH3:29])[N:19]=[CH:18][N:17]=[C:16]2[O:30][C:2]1[CH:7]=[CH:6][C:5]([NH:1][C:2]2[CH:7]=[CH:6][CH:5]=[CH:4][C:3]=2[N:9]2[CH2:14][CH2:13][O:12][CH2:11][CH2:10]2)=[CH:4][CH:3]=1. The yield is 0.680. (2) The reactants are [F:1][C:2]1[CH:7]=[CH:6][C:5]([N:8]2[C:12]([CH3:13])=[C:11]([C:14]([OH:16])=O)[N:10]=[N:9]2)=[CH:4][CH:3]=1.[NH2:17][C:18]1[CH:19]=[C:20]([CH:23]=[CH:24][CH:25]=1)[C:21]#[N:22]. The catalyst is S(Cl)(Cl)=O.C(Cl)(Cl)Cl. The product is [C:21]([C:20]1[CH:19]=[C:18]([NH:17][C:14]([C:11]2[N:10]=[N:9][N:8]([C:5]3[CH:4]=[CH:3][C:2]([F:1])=[CH:7][CH:6]=3)[C:12]=2[CH3:13])=[O:16])[CH:25]=[CH:24][CH:23]=1)#[N:22]. The yield is 0.414. (3) The reactants are [CH:1]1([CH2:7][CH2:8][CH2:9][CH2:10][CH2:11][O:12][C:13]([NH:15][C@H:16]([C@@H:20]([OH:22])[CH3:21])[C:17]([OH:19])=O)=[O:14])[CH2:6][CH2:5][CH2:4][CH2:3][CH2:2]1.CCN(CC)CC.CN(C(ON1N=NC2C=CC=CC1=2)=[N+](C)C)C.[B-](F)(F)(F)F. The catalyst is C(Cl)Cl. The product is [CH:1]1([CH2:7][CH2:8][CH2:9][CH2:10][CH2:11][O:12][C:13](=[O:14])[NH:15][C@H:16]2[C:17](=[O:19])[O:22][C@H:20]2[CH3:21])[CH2:2][CH2:3][CH2:4][CH2:5][CH2:6]1. The yield is 0.390. (4) The reactants are C[O:2][C:3](=[O:27])[C@@H:4]([N:12]1[CH2:16][C:15]([O:17][C:18]2[CH:23]=[CH:22][CH:21]=[C:20]([F:24])[C:19]=2[F:25])=[CH:14][C:13]1=[O:26])[CH2:5][CH:6]1[CH2:11][CH2:10][CH2:9][CH2:8][CH2:7]1.[OH-].[Li+]. The catalyst is O1CCCC1.O. The product is [CH:6]1([CH2:5][C@H:4]([N:12]2[CH2:16][C:15]([O:17][C:18]3[CH:23]=[CH:22][CH:21]=[C:20]([F:24])[C:19]=3[F:25])=[CH:14][C:13]2=[O:26])[C:3]([OH:27])=[O:2])[CH2:11][CH2:10][CH2:9][CH2:8][CH2:7]1. The yield is 0.520. (5) The catalyst is O1CCCC1.[Cu]. The yield is 1.00. The reactants are [CH3:1][O:2][C:3]([C:5]1([C:11]#[C:12]Cl)[CH2:10][CH2:9][O:8][CH2:7][CH2:6]1)=[O:4].C(O)(=O)C. The product is [CH3:1][O:2][C:3]([C:5]1([C:11]#[CH:12])[CH2:6][CH2:7][O:8][CH2:9][CH2:10]1)=[O:4]. (6) The reactants are [CH2:1]([OH:14])[CH2:2][CH2:3][CH2:4][CH2:5][CH2:6][CH2:7][CH2:8][CH2:9][CH2:10][CH2:11][CH2:12][OH:13].N1C=CN=C1.[C:20]([Si:24](Cl)([C:31]1[CH:36]=[CH:35][CH:34]=[CH:33][CH:32]=1)[C:25]1[CH:30]=[CH:29][CH:28]=[CH:27][CH:26]=1)([CH3:23])([CH3:22])[CH3:21]. The catalyst is CN(C=O)C. The product is [Si:24]([O:14][CH2:1][CH2:2][CH2:3][CH2:4][CH2:5][CH2:6][CH2:7][CH2:8][CH2:9][CH2:10][CH2:11][CH2:12][OH:13])([C:20]([CH3:23])([CH3:22])[CH3:21])([C:31]1[CH:32]=[CH:33][CH:34]=[CH:35][CH:36]=1)[C:25]1[CH:30]=[CH:29][CH:28]=[CH:27][CH:26]=1. The yield is 0.460. (7) The reactants are Br[C:2]1[CH:8]=[C:7]([N+:9]([O-:11])=[O:10])[C:6]([F:12])=[CH:5][C:3]=1[NH2:4].C[C:14]([CH3:27])([C:25]#[CH:26])[C:15]([O:17][C:18](=[O:24])[C:19]([CH3:23])([CH3:22])[C:20]#[CH:21])=O.[CH3:28][CH2:29]N(CC)CC. The catalyst is [Cu]I.Cl[Pd](Cl)([P](C1C=CC=CC=1)(C1C=CC=CC=1)C1C=CC=CC=1)[P](C1C=CC=CC=1)(C1C=CC=CC=1)C1C=CC=CC=1. The product is [NH2:4][C:3]1[CH:5]=[C:6]([F:12])[C:7]([N+:9]([O-:11])=[O:10])=[CH:8][C:2]=1[C:21]#[C:20][C:19]([CH3:22])([CH3:23])[C:18]([O:17][CH2:15][C:14]1[CH:25]=[CH:26][CH:29]=[CH:28][CH:27]=1)=[O:24]. The yield is 0.560. (8) The reactants are Br[CH2:2][C:3]([CH2:8]Br)([CH2:6]Br)[CH2:4][OH:5].[OH-].[K+].[C:12]1([CH3:22])[CH:17]=[CH:16][C:15]([S:18]([NH2:21])(=[O:20])=[O:19])=[CH:14][CH:13]=1. The catalyst is CCO. The product is [C:12]1([CH3:22])[CH:13]=[CH:14][C:15]([S:18]([N:21]2[CH2:8][C:3]3([CH2:6][O:5][CH2:4]3)[CH2:2]2)(=[O:19])=[O:20])=[CH:16][CH:17]=1. The yield is 0.630.